Dataset: Reaction yield outcomes from USPTO patents with 853,638 reactions. Task: Predict the reaction yield, written as a fraction of the theoretical maximum amount of product (1.0 means a 100% yield; for example, 0.34 means a 34% yield). (1) The reactants are [C:1]1([C:7]([C:9]2[NH:17][C:12]3=[CH:13][N:14]=[CH:15][CH:16]=[C:11]3[CH:10]=2)=O)[CH:6]=[CH:5][CH:4]=[CH:3][CH:2]=1.[C:18]([NH:21][NH2:22])([NH2:20])=[NH:19].[ClH:23].Cl.CCOCC. The catalyst is C(O)C.CO. The product is [ClH:23].[ClH:23].[C:1]1([C:7](=[N:22][NH:21][C:18]([NH2:20])=[NH:19])[C:9]2[NH:17][C:12]3=[CH:13][N:14]=[CH:15][CH:16]=[C:11]3[CH:10]=2)[CH:6]=[CH:5][CH:4]=[CH:3][CH:2]=1. The yield is 0.930. (2) The reactants are C([O-])(=O)C.[NH4+:5].[Br:6][C:7]1[CH:12]=[CH:11][C:10]([C:13](=O)[CH2:14][NH:15][C:16]([C@:18]2([CH3:40])[CH2:22][CH2:21][CH2:20][N:19]2[C:23]([O:25][CH2:26][CH:27]2[C:39]3[CH:38]=[CH:37][CH:36]=[CH:35][C:34]=3[C:33]3[C:28]2=[CH:29][CH:30]=[CH:31][CH:32]=3)=[O:24])=O)=[CH:9][CH:8]=1. The catalyst is C1(C)C(C)=CC=CC=1. The product is [Br:6][C:7]1[CH:8]=[CH:9][C:10]([C:13]2[NH:5][C:16]([C@:18]3([CH3:40])[CH2:22][CH2:21][CH2:20][N:19]3[C:23]([O:25][CH2:26][CH:27]3[C:28]4[CH:29]=[CH:30][CH:31]=[CH:32][C:33]=4[C:34]4[C:39]3=[CH:38][CH:37]=[CH:36][CH:35]=4)=[O:24])=[N:15][CH:14]=2)=[CH:11][CH:12]=1. The yield is 0.490. (3) The reactants are [NH2:1][C:2]1[NH:6][N:5]=[CH:4][C:3]=1[C:7]([C:9]1[S:10][CH:11]=[CH:12][CH:13]=1)=[O:8].CN(C)[CH:16]=[CH:17][C:18]([C:20]1[CH:21]=[CH:22][C:23]([F:32])=[C:24]([N:26]([CH3:31])[S:27]([CH3:30])(=[O:29])=[O:28])[CH:25]=1)=O.C(OCC)(=O)C. The catalyst is C(O)(=O)C. The product is [F:32][C:23]1[CH:22]=[CH:21][C:20]([C:18]2[N:6]3[N:5]=[CH:4][C:3]([C:7]([C:9]4[S:10][CH:11]=[CH:12][CH:13]=4)=[O:8])=[C:2]3[N:1]=[CH:16][CH:17]=2)=[CH:25][C:24]=1[N:26]([CH3:31])[S:27]([CH3:30])(=[O:29])=[O:28]. The yield is 0.770. (4) The reactants are [CH3:1][O:2][C:3](=[O:27])[NH:4][CH:5]([C:9]([N:11]1[CH2:15][CH2:14][CH2:13][CH:12]1[CH2:16][NH:17][C:18](=[O:26])[C:19]1[CH:24]=[CH:23][C:22](Br)=[CH:21][CH:20]=1)=[O:10])[CH:6]([CH3:8])[CH3:7].[CH3:28][O:29][C:30](=[O:63])[NH:31][CH:32]([C:36]([N:38]1[CH2:42][CH2:41][CH2:40][CH:39]1[C:43]1[NH:44][C:45]([C:48]2[CH:53]=[CH:52][C:51](B3OC(C)(C)C(C)(C)O3)=[CH:50][CH:49]=2)=[CH:46][N:47]=1)=[O:37])[CH:33]([CH3:35])[CH3:34].[O-]P([O-])([O-])=O.[K+].[K+].[K+].N#N. The catalyst is COCCOC.C1C=CC([P]([Pd]([P](C2C=CC=CC=2)(C2C=CC=CC=2)C2C=CC=CC=2)([P](C2C=CC=CC=2)(C2C=CC=CC=2)C2C=CC=CC=2)[P](C2C=CC=CC=2)(C2C=CC=CC=2)C2C=CC=CC=2)(C2C=CC=CC=2)C2C=CC=CC=2)=CC=1. The product is [CH3:1][O:2][C:3](=[O:27])[NH:4][CH:5]([C:9]([N:11]1[CH2:15][CH2:14][CH2:13][CH:12]1[CH2:16][NH:17][C:18]([C:19]1[CH:24]=[CH:23][C:22]([C:51]2[CH:52]=[CH:53][C:48]([C:45]3[NH:44][C:43]([CH:39]4[CH2:40][CH2:41][CH2:42][N:38]4[C:36](=[O:37])[CH:32]([NH:31][C:30]([O:29][CH3:28])=[O:63])[CH:33]([CH3:35])[CH3:34])=[N:47][CH:46]=3)=[CH:49][CH:50]=2)=[CH:21][CH:20]=1)=[O:26])=[O:10])[CH:6]([CH3:8])[CH3:7]. The yield is 0.150. (5) The reactants are [CH3:1][C:2]1[C:14]2[NH:13][C:12]3[C:7](=[CH:8][CH:9]=[C:10]([OH:15])[CH:11]=3)[C:6]=2[CH:5]=[CH:4][N:3]=1.Br[CH2:17][CH2:18][CH:19]([CH3:21])[CH3:20]. No catalyst specified. The product is [CH3:1][C:2]1[C:14]2[N:13]([CH2:17][CH2:18][CH:19]([CH3:21])[CH3:20])[C:12]3[C:7](=[CH:8][CH:9]=[C:10]([O:15][CH2:4][CH2:5][CH:6]([CH3:7])[CH3:14])[CH:11]=3)[C:6]=2[CH:5]=[CH:4][N:3]=1. The yield is 0.690. (6) The yield is 0.950. The reactants are [H-].[Na+].[CH3:3][O:4][C:5]1[CH:6]=[C:7]2[C:12](=[CH:13][CH:14]=1)[C:11](=O)[CH2:10][CH2:9][CH2:8]2.O.[CH2:17]1COCC1. The product is [CH3:3][O:4][C:5]1[CH:6]=[C:7]2[C:12](=[CH:13][CH:14]=1)[C:11](=[CH2:17])[CH2:10][CH2:9][CH2:8]2. The catalyst is [Br-].C[P+](C1C=CC=CC=1)(C1C=CC=CC=1)C1C=CC=CC=1.